Dataset: Peptide-MHC class II binding affinity with 134,281 pairs from IEDB. Task: Regression. Given a peptide amino acid sequence and an MHC pseudo amino acid sequence, predict their binding affinity value. This is MHC class II binding data. (1) The peptide sequence is YNTDGSTDYGILQINSR. The MHC is HLA-DQA10501-DQB10301 with pseudo-sequence HLA-DQA10501-DQB10301. The binding affinity (normalized) is 0.269. (2) The peptide sequence is KIIGGIGGFIKVRQYDQIPI. The binding affinity (normalized) is 0.394. The MHC is HLA-DPA10301-DPB10402 with pseudo-sequence HLA-DPA10301-DPB10402.